This data is from Full USPTO retrosynthesis dataset with 1.9M reactions from patents (1976-2016). The task is: Predict the reactants needed to synthesize the given product. (1) Given the product [C:11]12([C:6]3[CH:7]=[C:2]([Br:1])[CH:3]=[C:4]([O:9][CH3:10])[C:5]=3[OH:8])[CH2:20][CH:15]3[CH2:16][CH:17]([CH2:19][CH:13]([CH2:14]3)[CH2:12]1)[CH2:18]2, predict the reactants needed to synthesize it. The reactants are: [Br:1][C:2]1[CH:7]=[CH:6][C:5]([OH:8])=[C:4]([O:9][CH3:10])[CH:3]=1.[C:11]12(O)[CH2:20][CH:15]3[CH2:16][CH:17]([CH2:19][CH:13]([CH2:14]3)[CH2:12]1)[CH2:18]2.CS(O)(=O)=O. (2) Given the product [Br:12][C:13]1[CH:14]=[C:15]([NH:16][C:2]2[C:3]3[N:11]=[CH:10][CH:9]=[CH:8][C:4]=3[N:5]=[CH:6][N:7]=2)[CH:17]=[CH:18][CH:19]=1, predict the reactants needed to synthesize it. The reactants are: Cl[C:2]1[C:3]2[N:11]=[CH:10][CH:9]=[CH:8][C:4]=2[N:5]=[CH:6][N:7]=1.[Br:12][C:13]1[CH:14]=[C:15]([CH:17]=[CH:18][CH:19]=1)[NH2:16].Cl. (3) The reactants are: [CH3:1][CH:2]([N:4]1[C:8]2[N:9]=[C:10]([C:16]3[CH:21]=[CH:20][N:19]=[CH:18][CH:17]=3)[CH:11]=[C:12]([C:13]([OH:15])=O)[C:7]=2[CH:6]=[N:5]1)[CH3:3].[NH2:22][CH2:23][C:24]1[C:25](=[O:34])[NH:26][C:27]([CH2:31][CH2:32][CH3:33])=[CH:28][C:29]=1[CH3:30].C(O)(C(F)(F)F)=O.C1C=NC2N(O)N=NC=2C=1.C(Cl)CCl.CN1CCOCC1. Given the product [CH3:1][CH:2]([N:4]1[C:8]2[N:9]=[C:10]([C:16]3[CH:17]=[CH:18][N:19]=[CH:20][CH:21]=3)[CH:11]=[C:12]([C:13]([NH:22][CH2:23][C:24]3[C:25](=[O:34])[NH:26][C:27]([CH2:31][CH2:32][CH3:33])=[CH:28][C:29]=3[CH3:30])=[O:15])[C:7]=2[CH:6]=[N:5]1)[CH3:3], predict the reactants needed to synthesize it. (4) Given the product [Cl:8][C:6]1[CH:7]=[C:2]([N:21]2[CH2:26][CH2:25][O:24][CH2:23][CH2:22]2)[C:3]2[N:4]([CH:11]=[C:12]([C:14]3[CH:15]=[N:16][C:17]([CH3:20])=[CH:18][CH:19]=3)[N:9]=2)[N:5]=1, predict the reactants needed to synthesize it. The reactants are: Br[C:2]1[CH:7]=[C:6]([Cl:8])[N:5]=[N:4][C:3]=1[NH2:9].Br[CH2:11][C:12]([C:14]1[CH:15]=[N:16][C:17]([CH3:20])=[CH:18][CH:19]=1)=O.[NH:21]1[CH2:26][CH2:25][O:24][CH2:23][CH2:22]1. (5) Given the product [F:1][C:2]1[CH:11]=[CH:10][C:5]([CH:6]=[CH:7][CH:8]=[N:12][NH:13][C:14]([NH2:16])=[S:15])=[CH:4][CH:3]=1, predict the reactants needed to synthesize it. The reactants are: [F:1][C:2]1[CH:11]=[CH:10][C:5]([CH:6]=[CH:7][CH:8]=O)=[CH:4][CH:3]=1.[NH2:12][NH:13][C:14]([NH2:16])=[S:15]. (6) Given the product [CH3:43][C@@H:38]1[CH2:39][O:40][CH2:41][CH2:42][N:37]1[C:16]1[CH:17]=[C:18]([C:20]2([S:33]([CH3:36])(=[O:35])=[O:34])[CH2:25][CH2:24][NH:23][CH2:22][CH2:21]2)[N:19]=[C:14]([C:5]2[CH:6]=[CH:7][CH:8]=[C:9]3[C:4]=2[CH:3]=[CH:2][NH:1]3)[N:15]=1, predict the reactants needed to synthesize it. The reactants are: [NH:1]1[C:9]2[C:4](=[C:5](B(O)O)[CH:6]=[CH:7][CH:8]=2)[CH:3]=[CH:2]1.Cl[C:14]1[N:19]=[C:18]([C:20]2([S:33]([CH3:36])(=[O:35])=[O:34])[CH2:25][CH2:24][N:23](C(OC(C)(C)C)=O)[CH2:22][CH2:21]2)[CH:17]=[C:16]([N:37]2[CH2:42][CH2:41][O:40][CH2:39][C@H:38]2[CH3:43])[N:15]=1.C(=O)([O-])[O-].[Na+].[Na+]. (7) Given the product [Cl:1][C:2]1[CH:7]=[CH:6][C:5]([N:8]2[CH:17]=[CH:16][C:15]([OH:18])=[N:9]2)=[CH:4][CH:3]=1, predict the reactants needed to synthesize it. The reactants are: [Cl:1][C:2]1[CH:7]=[CH:6][C:5]([NH:8][NH2:9])=[CH:4][CH:3]=1.C[O-].[Na+].CO.[C:15](OC)(=[O:18])[CH2:16][CH3:17].S(=O)(=O)(O)O. (8) Given the product [CH:19]1([C:18]2[O:17][N:16]=[C:15]([C:22]3[C:23]([Cl:29])=[CH:24][CH:25]=[CH:26][C:27]=3[Cl:28])[C:14]=2[CH2:13][O:12][CH:9]2[CH2:10][CH2:11][C:6](=[O:5])[CH2:7][CH2:8]2)[CH2:21][CH2:20]1, predict the reactants needed to synthesize it. The reactants are: Cl.O1[C:6]2([CH2:11][CH2:10][CH:9]([O:12][CH2:13][C:14]3[C:15]([C:22]4[C:27]([Cl:28])=[CH:26][CH:25]=[CH:24][C:23]=4[Cl:29])=[N:16][O:17][C:18]=3[CH:19]3[CH2:21][CH2:20]3)[CH2:8][CH2:7]2)[O:5]CC1.C([O-])(O)=O.[Na+].